Regression. Given two drug SMILES strings and cell line genomic features, predict the synergy score measuring deviation from expected non-interaction effect. From a dataset of NCI-60 drug combinations with 297,098 pairs across 59 cell lines. (1) Drug 1: C1=CC(=CC=C1CCCC(=O)O)N(CCCl)CCCl. Drug 2: CN1C2=C(C=C(C=C2)N(CCCl)CCCl)N=C1CCCC(=O)O.Cl. Cell line: NCI-H322M. Synergy scores: CSS=-8.38, Synergy_ZIP=1.41, Synergy_Bliss=-5.31, Synergy_Loewe=-8.09, Synergy_HSA=-7.92. (2) Drug 1: CCCCCOC(=O)NC1=NC(=O)N(C=C1F)C2C(C(C(O2)C)O)O. Drug 2: N.N.Cl[Pt+2]Cl. Cell line: NCI-H460. Synergy scores: CSS=45.7, Synergy_ZIP=1.26, Synergy_Bliss=-0.0392, Synergy_Loewe=-25.4, Synergy_HSA=-0.396. (3) Synergy scores: CSS=3.33, Synergy_ZIP=1.52, Synergy_Bliss=5.07, Synergy_Loewe=2.03, Synergy_HSA=2.26. Drug 1: C1C(C(OC1N2C=NC3=C(N=C(N=C32)Cl)N)CO)O. Drug 2: C1CC(=O)NC(=O)C1N2C(=O)C3=CC=CC=C3C2=O. Cell line: SNB-75.